From a dataset of Forward reaction prediction with 1.9M reactions from USPTO patents (1976-2016). Predict the product of the given reaction. (1) Given the reactants [NH2:1][C:2]1[CH:7]=[CH:6][C:5]([CH2:8][CH2:9][NH2:10])=[CH:4][CH:3]=1.[CH3:11][C:12]([O:15][C:16](O[C:16]([O:15][C:12]([CH3:14])([CH3:13])[CH3:11])=[O:17])=[O:17])([CH3:14])[CH3:13], predict the reaction product. The product is: [C:16]([NH:10][CH2:9][CH2:8][C:5]1[CH:6]=[CH:7][C:2]([NH2:1])=[CH:3][CH:4]=1)([O:15][C:12]([CH3:14])([CH3:13])[CH3:11])=[O:17]. (2) The product is: [Cl:1][C:2]1[CH:3]=[C:4]([C:5]#[N:6])[CH:7]=[C:8]([Cl:20])[C:9]=1[C:10]1[S:11][C:12]2[C:13]([NH:42][C:43]3[CH:35]=[C:23]([CH:22]=[CH:38][N:45]=3)[C:24]#[N:25])=[N:14][CH:15]=[CH:16][C:17]=2[N:18]=1. Given the reactants [Cl:1][C:2]1[CH:3]=[C:4]([CH:7]=[C:8]([Cl:20])[C:9]=1[C:10]1[S:11][C:12]2[C:13](Cl)=[N:14][CH:15]=[CH:16][C:17]=2[N:18]=1)[C:5]#[N:6].Cl[C:22]1[CH:38]=C(C#N)C=[C:35](Cl)[C:23]=1[C:24](Cl)=[N:25]C1C=CN=C(Cl)C=1F.[NH2:42][C:43]([NH2:45])=S.N1C=CC=CC=1.C(N(CC)CC)C, predict the reaction product. (3) Given the reactants C[O:2][C:3]1[C:4]([CH3:33])=[C:5]([C:24]([O:31]C)=[C:25]([O:29][CH3:30])[C:26]=1[O:27][CH3:28])[CH2:6][C:7]1[CH:8]=[CH:9][C:10]([C:16]2[CH:21]=[CH:20][CH:19]=[C:18]([O:22][CH3:23])[CH:17]=2)=[C:11]([CH:15]=1)[C:12]([OH:14])=[O:13].O=[N+]([O-])[O-].[O-][N+](=O)[O-].[O-][N+](=O)[O-].[O-][N+](=O)[O-].[O-][N+](=O)[O-].[O-][N+](=O)[O-].[Ce+4].[NH4+].[NH4+], predict the reaction product. The product is: [CH3:28][O:27][C:26]1[C:3](=[O:2])[C:4]([CH3:33])=[C:5]([CH2:6][C:7]2[CH:8]=[CH:9][C:10]([C:16]3[CH:21]=[CH:20][CH:19]=[C:18]([O:22][CH3:23])[CH:17]=3)=[C:11]([CH:15]=2)[C:12]([OH:14])=[O:13])[C:24](=[O:31])[C:25]=1[O:29][CH3:30].